From a dataset of Reaction yield outcomes from USPTO patents with 853,638 reactions. Predict the reaction yield, written as a fraction of the theoretical maximum amount of product (1.0 means a 100% yield; for example, 0.34 means a 34% yield). The reactants are [CH3:1][C:2](=O)[CH2:3][C:4](=O)[CH3:5].[N:8]1[CH:13]=[CH:12][CH:11]=[N:10][C:9]=1[NH:14][NH2:15]. The catalyst is C(O)(=O)C. The product is [CH3:1][C:2]1[CH:3]=[C:4]([CH3:5])[N:14]([C:9]2[N:10]=[CH:11][CH:12]=[CH:13][N:8]=2)[N:15]=1. The yield is 0.970.